From a dataset of Forward reaction prediction with 1.9M reactions from USPTO patents (1976-2016). Predict the product of the given reaction. (1) Given the reactants [Cl:1][C:2]1[S:6][C:5]([C:7]([O:9][CH3:10])=[O:8])=[CH:4][C:3]=1[N:11]1[C:20](=[O:21])[C:19]2[C:14](=[CH:15][CH:16]=[CH:17][C:18]=2[CH2:22][OH:23])[NH:13][C:12]1=[O:24], predict the reaction product. The product is: [Cl:1][C:2]1[S:6][C:5]([C:7]([O:9][CH3:10])=[O:8])=[CH:4][C:3]=1[N:11]1[C:20](=[O:21])[C:19]2[C:14](=[CH:15][CH:16]=[CH:17][C:18]=2[CH:22]=[O:23])[NH:13][C:12]1=[O:24]. (2) Given the reactants [S:1]([N:11]1[C:15]2=[N:16][CH:17]=[C:18]([NH:20][NH:21][C:22]([C@@H:24]3[CH2:28][CH2:27][C@H:26]([NH:29][C:30](=[O:36])[O:31][C:32]([CH3:35])([CH3:34])[CH3:33])[CH2:25]3)=O)[N:19]=[C:14]2[CH:13]=[CH:12]1)([C:4]1[CH:10]=[CH:9][C:7]([CH3:8])=[CH:6][CH:5]=1)(=[O:3])=[O:2].O=S(Cl)Cl.CCOC(C)=O.O, predict the reaction product. The product is: [C:32]([O:31][C:30](=[O:36])[NH:29][C@H:26]1[CH2:27][CH2:28][C@@H:24]([C:22]2[N:19]3[C:14]4[CH:13]=[CH:12][N:11]([S:1]([C:4]5[CH:10]=[CH:9][C:7]([CH3:8])=[CH:6][CH:5]=5)(=[O:2])=[O:3])[C:15]=4[N:16]=[CH:17][C:18]3=[N:20][N:21]=2)[CH2:25]1)([CH3:34])([CH3:35])[CH3:33]. (3) Given the reactants [Cl:1][C:2]1[S:6][C:5]([S:7]([NH:10][C:11]([NH:13][C:14]2([CH3:17])[CH2:16][CH2:15]2)=[NH:12])(=[O:9])=[O:8])=[CH:4][CH:3]=1.C([Li])CCC.[B:23](OC)([O:26]C)[O:24]C.Cl, predict the reaction product. The product is: [Cl:1][C:2]1[S:6][C:5]([S:7]([NH:10][C:11]([NH:13][C:14]2([CH3:17])[CH2:15][CH2:16]2)=[NH:12])(=[O:8])=[O:9])=[C:4]([B:23]([OH:26])[OH:24])[CH:3]=1.